Dataset: CYP1A2 inhibition data for predicting drug metabolism from PubChem BioAssay. Task: Regression/Classification. Given a drug SMILES string, predict its absorption, distribution, metabolism, or excretion properties. Task type varies by dataset: regression for continuous measurements (e.g., permeability, clearance, half-life) or binary classification for categorical outcomes (e.g., BBB penetration, CYP inhibition). Dataset: cyp1a2_veith. (1) The compound is Cc1cccc(NC(=S)NC(=O)c2cc(-c3ccccc3)nc3ccccc23)c1. The result is 1 (inhibitor). (2) The molecule is CO[C@@H]1COC(=O)C/C=C\[C@@H](C)[C@@H]2C=C[C@H](O)[C@@H](COC(=O)CCC[C@H]1C)O2. The result is 0 (non-inhibitor). (3) The result is 1 (inhibitor). The molecule is COC(=O)N1CCC[C@@]2(CCN(C(=O)NC(C)C)C2)C1. (4) The drug is CCc1ccc(Nc2ncccc2C#N)cc1. The result is 1 (inhibitor). (5) The drug is NC[C@H]1O[C@H](n2cnc3c(N)ncnc32)C[C@@H]1O. The result is 0 (non-inhibitor). (6) The compound is CCOc1ccc(Cl)cc1CNCCNCC(C)O.Cl. The result is 1 (inhibitor).